From a dataset of Full USPTO retrosynthesis dataset with 1.9M reactions from patents (1976-2016). Predict the reactants needed to synthesize the given product. Given the product [Br:1][C:2]1[C:8]([F:9])=[CH:7][CH:6]=[CH:5][C:3]=1[NH:4][C:16](=[O:25])[CH:17]=[CH:18][C:19]1[CH:24]=[CH:23][CH:22]=[CH:21][CH:20]=1, predict the reactants needed to synthesize it. The reactants are: [Br:1][C:2]1[C:8]([F:9])=[CH:7][CH:6]=[CH:5][C:3]=1[NH2:4].C(=O)([O-])[O-].[K+].[K+].[C:16](Cl)(=[O:25])[CH:17]=[CH:18][C:19]1[CH:24]=[CH:23][CH:22]=[CH:21][CH:20]=1.